This data is from Forward reaction prediction with 1.9M reactions from USPTO patents (1976-2016). The task is: Predict the product of the given reaction. (1) Given the reactants [C:1]([N:5]1[C:9]([C:10]2[CH:15]=[CH:14][C:13]([F:16])=[CH:12][CH:11]=2)=[C:8]([C:17]2[S:18][CH:19]=[C:20]([CH2:22][C:23]([OH:25])=O)[N:21]=2)[CH:7]=[N:6]1)([CH3:4])([CH3:3])[CH3:2].[NH2:26][CH:27]1[CH2:32][CH2:31][O:30][CH2:29][CH2:28]1, predict the reaction product. The product is: [C:1]([N:5]1[C:9]([C:10]2[CH:11]=[CH:12][C:13]([F:16])=[CH:14][CH:15]=2)=[C:8]([C:17]2[S:18][CH:19]=[C:20]([CH2:22][C:23]([NH:26][CH:27]3[CH2:32][CH2:31][O:30][CH2:29][CH2:28]3)=[O:25])[N:21]=2)[CH:7]=[N:6]1)([CH3:4])([CH3:2])[CH3:3]. (2) Given the reactants [N:1]([CH:4]([C:6]1[N:7]=[C:8]2[S:16][CH:15]=[C:14]([CH3:17])[N:9]2[C:10](=[O:13])[C:11]=1Br)[CH3:5])=[N+:2]=[N-:3].[F:18][C:19]1[CH:24]=[CH:23][C:22](B(O)O)=[CH:21][CH:20]=1.C(=O)([O-])[O-].[Na+].[Na+].O, predict the reaction product. The product is: [N:1]([CH:4]([C:6]1[N:7]=[C:8]2[S:16][CH:15]=[C:14]([CH3:17])[N:9]2[C:10](=[O:13])[C:11]=1[C:22]1[CH:23]=[CH:24][C:19]([F:18])=[CH:20][CH:21]=1)[CH3:5])=[N+:2]=[N-:3]. (3) Given the reactants [F:1][C:2]1[C:7]([F:8])=[CH:6][CH:5]=[CH:4][C:3]=1[CH2:9][C:10]([OH:12])=O.C[Si]([N-][Si](C)(C)C)(C)C.[Li+].[NH:23]1[C:27]2=[N:28][CH:29]=[CH:30][CH:31]=[C:26]2[C:25](C(OCC)=O)=[N:24]1.N1C2=NC=CC=C2C(C(OC(C)C)=O)=N1, predict the reaction product. The product is: [F:1][C:2]1[C:7]([F:8])=[CH:6][CH:5]=[CH:4][C:3]=1[CH2:9][C:10]([C:25]1[C:26]2[C:27](=[N:28][CH:29]=[CH:30][CH:31]=2)[NH:23][N:24]=1)=[O:12]. (4) Given the reactants [F:1][C@@H:2]1[CH2:7][CH2:6][CH2:5][C@H:4]([OH:8])[C@@H:3]1[OH:9].CCN(CC)CC.[CH3:17][S:18](Cl)(=[O:20])=[O:19], predict the reaction product. The product is: [CH3:17][S:18]([O:8][C@H:4]1[CH2:5][CH2:6][CH2:7][C@@H:2]([F:1])[C@H:3]1[O:9][S:18]([CH3:17])(=[O:20])=[O:19])(=[O:20])=[O:19]. (5) Given the reactants FC(F)(F)C([NH:5][C@H:6]1[CH2:11][CH2:10][CH2:9][CH2:8][C@H:7]1[NH:12][C:13](=[O:19])[O:14][C:15]([CH3:18])([CH3:17])[CH3:16])=O.[OH-].[Na+], predict the reaction product. The product is: [NH2:5][C@H:6]1[CH2:11][CH2:10][CH2:9][CH2:8][C@H:7]1[NH:12][C:13](=[O:19])[O:14][C:15]([CH3:17])([CH3:16])[CH3:18]. (6) Given the reactants [CH2:1]([P:3]([CH2:6][CH3:7])[CH2:4][CH3:5])[CH3:2].C1(C)C=CC=CC=1.[I:15][CH2:16][CH2:17][CH2:18][CH2:19][CH2:20][CH2:21][CH2:22][CH3:23], predict the reaction product. The product is: [I-:15].[CH2:1]([P+:3]([CH2:6][CH3:7])([CH2:4][CH3:5])[CH2:16][CH2:17][CH2:18][CH2:19][CH2:20][CH2:21][CH2:22][CH3:23])[CH3:2].